This data is from Peptide-MHC class II binding affinity with 134,281 pairs from IEDB. The task is: Regression. Given a peptide amino acid sequence and an MHC pseudo amino acid sequence, predict their binding affinity value. This is MHC class II binding data. (1) The peptide sequence is TLVLKMLHSSSLTSL. The MHC is DRB1_0701 with pseudo-sequence DRB1_0701. The binding affinity (normalized) is 0.857. (2) The peptide sequence is SDKFLANVSTVLTGK. The MHC is DRB3_0202 with pseudo-sequence DRB3_0202. The binding affinity (normalized) is 0.834. (3) The peptide sequence is GGKAYMDVISRRDQR. The MHC is HLA-DQA10303-DQB10402 with pseudo-sequence HLA-DQA10303-DQB10402. The binding affinity (normalized) is 0. (4) The peptide sequence is YDKFLANVSTVLTGK. The MHC is DRB1_1101 with pseudo-sequence DRB1_1101. The binding affinity (normalized) is 0.508. (5) The peptide sequence is SPEVIPMFSALSE. The MHC is DRB5_0101 with pseudo-sequence DRB5_0101. The binding affinity (normalized) is 0.376. (6) The peptide sequence is NEEVAIILASFSAST. The MHC is DRB1_0101 with pseudo-sequence DRB1_0101. The binding affinity (normalized) is 0.545. (7) The peptide sequence is VMELYADVVPKTAEN. The MHC is HLA-DQA10101-DQB10501 with pseudo-sequence HLA-DQA10101-DQB10501. The binding affinity (normalized) is 0.421. (8) The peptide sequence is TAGEIHAVPFGLVSM. The MHC is DRB1_0404 with pseudo-sequence DRB1_0404. The binding affinity (normalized) is 0.441. (9) The peptide sequence is VEIAIFQPQNGQFIH. The MHC is H-2-IAb with pseudo-sequence H-2-IAb. The binding affinity (normalized) is 0.149.